From a dataset of Reaction yield outcomes from USPTO patents with 853,638 reactions. Predict the reaction yield, written as a fraction of the theoretical maximum amount of product (1.0 means a 100% yield; for example, 0.34 means a 34% yield). (1) The reactants are C[O:2][C:3](=[O:24])[CH2:4][N:5]([C:17]([O:19][C:20]([CH3:23])([CH3:22])[CH3:21])=[O:18])[CH2:6][C:7]1[CH:12]=[CH:11][C:10]([F:13])=[CH:9][C:8]=1[N+:14]([O-:16])=[O:15].[OH-].[Li+].Cl. The catalyst is C1COCC1.O. The product is [C:20]([O:19][C:17]([N:5]([CH2:4][C:3]([OH:24])=[O:2])[CH2:6][C:7]1[CH:12]=[CH:11][C:10]([F:13])=[CH:9][C:8]=1[N+:14]([O-:16])=[O:15])=[O:18])([CH3:23])([CH3:21])[CH3:22]. The yield is 0.900. (2) The yield is 0.750. The catalyst is CN(C=O)C.CCOCC. The reactants are [CH2:1]([N:3]([CH2:20][C:21]1[N:22]=[C:23]([C:27]2[CH:28]=[C:29]([CH:33]=[CH:34][CH:35]=2)[C:30]([OH:32])=O)[O:24][C:25]=1[CH3:26])[C:4]1[CH:9]=[CH:8][C:7]([C:10]([OH:19])([C:15]([F:18])([F:17])[F:16])[C:11]([F:14])([F:13])[F:12])=[CH:6][CH:5]=1)[CH3:2].Cl.CN.[CH3:39][N:40]1CCOCC1.CCN=C=NCCCN(C)C.C1C=CC2N(O)N=NC=2C=1.[NH4+].[Cl-]. The product is [CH2:1]([N:3]([CH2:20][C:21]1[N:22]=[C:23]([C:27]2[CH:28]=[C:29]([CH:33]=[CH:34][CH:35]=2)[C:30]([NH:40][CH3:39])=[O:32])[O:24][C:25]=1[CH3:26])[C:4]1[CH:5]=[CH:6][C:7]([C:10]([OH:19])([C:11]([F:14])([F:12])[F:13])[C:15]([F:18])([F:16])[F:17])=[CH:8][CH:9]=1)[CH3:2]. (3) The reactants are I[C:2]1[S:3][C:4]2[C:10]([O:11][CH3:12])=[CH:9][CH:8]=[CH:7][C:5]=2[CH:6]=1.[Cu][C:14]#[N:15].CN(C)C=O.C(N)CN. The catalyst is O.C1(C)C=CC=CC=1. The product is [CH3:12][O:11][C:10]1[C:4]2[S:3][C:2]([C:14]#[N:15])=[CH:6][C:5]=2[CH:7]=[CH:8][CH:9]=1. The yield is 0.880. (4) The reactants are Cl[CH2:2][C:3]([N:5]1[C:14]2[C:9](=[CH:10][CH:11]=[CH:12][CH:13]=2)[CH2:8][CH2:7][CH2:6]1)=[O:4].[CH3:15][N:16]1[C:20]2[CH:21]=[CH:22][CH:23]=[CH:24][C:19]=2[N:18]=[C:17]1[SH:25]. No catalyst specified. The product is [N:5]1([C:3](=[O:4])[CH2:2][S:25][C:17]2[N:16]([CH3:15])[C:20]3[CH:21]=[CH:22][CH:23]=[CH:24][C:19]=3[N:18]=2)[C:14]2[C:9](=[CH:10][CH:11]=[CH:12][CH:13]=2)[CH2:8][CH2:7][CH2:6]1. The yield is 0.770.